This data is from Antibody developability classification from SAbDab with 2,409 antibodies. The task is: Regression/Classification. Given an antibody's heavy chain and light chain sequences, predict its developability. TAP uses regression for 5 developability metrics; SAbDab uses binary classification. (1) The antibody is ['DVQLVESGGGLVKPGGSLKLSCAASGFTFSSYTMSWVRQTPEKRLEWVATISSGGDYTYSPDSVKGRFTISRDNAKSTLYLQMSSLKSEDTAMFYCSRAEFITTATWGVYAMDYWGQGTSVTVSS', 'DIVLTQSPDSLAVSLGQRATISCRASESVDNYGISFMNWFQQKPGQPPKLLIYAASNQGSGVPARFSGSGSGTDFSLNIHPMEEDDTAMYFCQQSKEVPWTFGGGTKLEIK']. Result: 0 (not developable). (2) The antibody is ['QVQLQESGPGLVKPSETLSLTCTVSGGSVSSGSSYWTWIRQTPGKGLEWIGYTSYSGSTKYNPSLKSRVTLSVDMSKNQFSLKLKSVTAADTAVYFCARDRFDVASGSSFDFWGQGTLVTVSS', 'EIVMTQTPSSLSASVGDRVTITCRASQSISNYLNWYQQKPGTAPKLLTYAASSLGSGVPSRFSGSGSGTDLTLTISSLRPEDFATYYCQQSYGSPTFGQGTKLEIR']. Result: 1 (developable). (3) The antibody is ['AVQLEESGPELVKPGALVKISCKASGYTFTTYDINWVKQRPGQGLEWIGWIYPGDGSNKYNEKFKDKATLTVDKSSSTAYMHLSSLTSENSAVYFCARGYGKNVYAMDYWGQGTSVTVSS', 'DVVMTQTPLSLPVSLGDQASISCRSSQTIVHSNGYTYLDWYLQKPGQSPKLLIYKVSNRFSGVPDRFSGSGSGTDFTLKISRVEAEDLGVYYCFQGSHVPFTFGSGTKLEIK']. Result: 0 (not developable). (4) The antibody is ['QVQLQQWGAGLLKPSETLSLTCAVYGGSFSGYYWSWIRQSPEKGLEWIGEINHGGYVTYNPSLESRVTISVDTSKNQFSLKLSSVTAADTAVYYCARDYGPGNYDWYFDLWGRGTLVTVSS', 'EIVLTQSPATLSLSPGERATLSCRASQSVSSYLAWYQQKPGQAPRLLIYDASNRATGIPARFSGSGSGTDFTLTISSLEPEDFAVYYCQQRSNWPPALTFGGGTKVEIK']. Result: 0 (not developable). (5) The antibody is ['EVKLVESGGGLVKPGGSLKLSCAASGFTFSTYALSWVRQTADKRLEWVASIVSGGNTYYSGSVKGRFTISRDIARNILYLQMSSLRSEDTAMYYCAREYYGYVGLAYWGQGTLVTVSA', 'DVVVTQTPLSLPVSLGDQASISCRSSQSIVHSNGNSYLEWYLQKPGQSPKLLIYKVSNRFSGVPDRFSGSGSGTDFTLKISRVEAEDLGVYYCFQGSHVPPTFGGGTKLEIK']. Result: 0 (not developable).